This data is from Reaction yield outcomes from USPTO patents with 853,638 reactions. The task is: Predict the reaction yield, written as a fraction of the theoretical maximum amount of product (1.0 means a 100% yield; for example, 0.34 means a 34% yield). The reactants are [F:1][C:2]1[CH:7]=[C:6]([Si:8]([CH3:11])([CH3:10])[CH3:9])[CH:5]=[CH:4][C:3]=1[NH2:12].[Li+].C[Si]([N-][Si](C)(C)C)(C)C.Cl[C:24]1[N:32]=[C:31]([Cl:33])[CH:30]=[CH:29][C:25]=1[C:26]([OH:28])=[O:27]. The catalyst is C1COCC1. The product is [Cl:33][C:31]1[CH:30]=[CH:29][C:25]([C:26]([OH:28])=[O:27])=[C:24]([NH:12][C:3]2[CH:4]=[CH:5][C:6]([Si:8]([CH3:9])([CH3:11])[CH3:10])=[CH:7][C:2]=2[F:1])[N:32]=1. The yield is 0.780.